From a dataset of Peptide-MHC class I binding affinity with 185,985 pairs from IEDB/IMGT. Regression. Given a peptide amino acid sequence and an MHC pseudo amino acid sequence, predict their binding affinity value. This is MHC class I binding data. (1) The peptide sequence is KAIGTVLV. The MHC is HLA-A24:02 with pseudo-sequence HLA-A24:02. The binding affinity (normalized) is 0. (2) The MHC is HLA-A02:01 with pseudo-sequence HLA-A02:01. The peptide sequence is GLITCKAFG. The binding affinity (normalized) is 0.